The task is: Regression. Given a peptide amino acid sequence and an MHC pseudo amino acid sequence, predict their binding affinity value. This is MHC class II binding data.. This data is from Peptide-MHC class II binding affinity with 134,281 pairs from IEDB. (1) The peptide sequence is FLLYVVVVDLPTHIA. The MHC is HLA-DPA10301-DPB10402 with pseudo-sequence HLA-DPA10301-DPB10402. The binding affinity (normalized) is 0. (2) The peptide sequence is TMKNKAWMVHRQWFF. The MHC is DRB1_0101 with pseudo-sequence DRB1_0101. The binding affinity (normalized) is 0.668. (3) The peptide sequence is AILRRRRRIAEPATC. The MHC is DRB1_0701 with pseudo-sequence DRB1_0701. The binding affinity (normalized) is 0.275. (4) The peptide sequence is WEFVNTPPLVKLWYQ. The MHC is DRB1_0901 with pseudo-sequence DRB1_0901. The binding affinity (normalized) is 0.661. (5) The peptide sequence is AAFQAAHARFVAAAA. The MHC is HLA-DPA10201-DPB11401 with pseudo-sequence HLA-DPA10201-DPB11401. The binding affinity (normalized) is 0.197. (6) The peptide sequence is SGYCSNIKLQVVKDA. The MHC is DRB1_0101 with pseudo-sequence DRB1_0101. The binding affinity (normalized) is 0.672. (7) The peptide sequence is TLWQRPFVTIKIGGQLKEAL. The MHC is H-2-IAd with pseudo-sequence H-2-IAd. The binding affinity (normalized) is 0.494.